From a dataset of Forward reaction prediction with 1.9M reactions from USPTO patents (1976-2016). Predict the product of the given reaction. (1) Given the reactants [CH3:1][N:2]([CH2:13][C:14]1[N:18]([CH2:19][C@H:20]2[CH2:25][CH2:24][CH2:23][N:22](/[C:26](/[NH:35]C(=O)OC(C)(C)C)=[N:27]/C(=O)OC(C)(C)C)[CH2:21]2)[C:17]2[CH:43]=[CH:44][CH:45]=[CH:46][C:16]=2[N:15]=1)[C@H:3]1[C:12]2[N:11]=[CH:10][CH:9]=[CH:8][C:7]=2[CH2:6][CH2:5][CH2:4]1.N1CC(CN2C3C=CC=CC=3N=C2CN(C)C2C3N=CC=CC=3CCC2)C1, predict the reaction product. The product is: [CH3:1][N:2]([CH2:13][C:14]1[N:18]([CH2:19][C@H:20]2[CH2:25][CH2:24][CH2:23][N:22]([C:26](=[NH:27])[NH2:35])[CH2:21]2)[C:17]2[CH:43]=[CH:44][CH:45]=[CH:46][C:16]=2[N:15]=1)[C@H:3]1[C:12]2[N:11]=[CH:10][CH:9]=[CH:8][C:7]=2[CH2:6][CH2:5][CH2:4]1. (2) The product is: [CH3:25][S:26]([NH:1][C:2]1[CH:24]=[CH:23][C:5]2[N:6]([C:17]3[CH:22]=[CH:21][CH:20]=[CH:19][N:18]=3)[C:7](/[CH:9]=[CH:10]/[C:11]3[CH:16]=[CH:15][CH:14]=[CH:13][CH:12]=3)=[N:8][C:4]=2[CH:3]=1)(=[O:28])=[O:27]. Given the reactants [NH2:1][C:2]1[CH:24]=[CH:23][C:5]2[N:6]([C:17]3[CH:22]=[CH:21][CH:20]=[CH:19][N:18]=3)[C:7](/[CH:9]=[CH:10]/[C:11]3[CH:16]=[CH:15][CH:14]=[CH:13][CH:12]=3)=[N:8][C:4]=2[CH:3]=1.[CH3:25][S:26](Cl)(=[O:28])=[O:27], predict the reaction product. (3) Given the reactants C[O:2][C:3]1[CH:4]=[C:5]2[C:21](=[CH:22][CH:23]=1)[C:8]1([CH2:13][CH2:12][N:11]([C:14]([O:16][C:17]([CH3:20])([CH3:19])[CH3:18])=[O:15])[CH2:10][CH2:9]1)[CH2:7][CH2:6]2.C([S-])C.[Na+].[Cl-].[NH4+], predict the reaction product. The product is: [OH:2][C:3]1[CH:4]=[C:5]2[C:21](=[CH:22][CH:23]=1)[C:8]1([CH2:13][CH2:12][N:11]([C:14]([O:16][C:17]([CH3:20])([CH3:18])[CH3:19])=[O:15])[CH2:10][CH2:9]1)[CH2:7][CH2:6]2. (4) Given the reactants C(N(CC)CC)C.[CH:8]([C:10]1[CH:18]=[CH:17][C:13]([C:14]([OH:16])=[O:15])=[CH:12][CH:11]=1)=[CH2:9].C1(C)C=CC=CC=1P(C1C=CC=CC=1C)C1C=CC=CC=1C.Br[C:42]1[CH:47]=[CH:46][C:45]([CH:48]([CH3:62])[C:49]([C:55]2[CH:60]=[CH:59][N:58]=[C:57]([CH3:61])[CH:56]=2)([OH:54])[C:50]([F:53])([F:52])[F:51])=[C:44]([Cl:63])[CH:43]=1, predict the reaction product. The product is: [Cl:63][C:44]1[CH:43]=[C:42](/[CH:9]=[CH:8]/[C:10]2[CH:18]=[CH:17][C:13]([C:14]([OH:16])=[O:15])=[CH:12][CH:11]=2)[CH:47]=[CH:46][C:45]=1[CH:48]([CH3:62])[C:49]([OH:54])([C:55]1[CH:60]=[CH:59][N:58]=[C:57]([CH3:61])[CH:56]=1)[C:50]([F:52])([F:53])[F:51]. (5) Given the reactants C1(P(C2C=CC=CC=2)C2C=CC=CC=2)C=CC=CC=1.[C:20](Cl)(Cl)([Cl:22])[Cl:21].[Cl:25][C:26]1[CH:47]=[C:46]([O:48][CH2:49][CH:50]=[C:51]([Cl:53])[Cl:52])[CH:45]=[C:44]([Cl:54])[C:27]=1[O:28][CH2:29][C:30](=O)[CH2:31][O:32][C:33]1[CH:38]=[CH:37][C:36]([C:39]([F:42])([F:41])[F:40])=[CH:35][CH:34]=1, predict the reaction product. The product is: [Cl:25][C:26]1[CH:47]=[C:46]([O:48][CH2:49][CH:50]=[C:51]([Cl:52])[Cl:53])[CH:45]=[C:44]([Cl:54])[C:27]=1[O:28][CH2:29][C:30]([CH2:31][O:32][C:33]1[CH:34]=[CH:35][C:36]([C:39]([F:42])([F:41])[F:40])=[CH:37][CH:38]=1)=[C:20]([Cl:22])[Cl:21]. (6) Given the reactants CC(OI1(OC(C)=O)(OC(C)=O)OC(=O)C2C=CC=CC1=2)=O.[Cl:23][C:24]1[CH:29]=[CH:28][N:27]=[C:26]([CH2:30][OH:31])[C:25]=1[CH2:32][O:33][CH:34]1[CH2:39][CH2:38][CH2:37][CH2:36][O:35]1, predict the reaction product. The product is: [Cl:23][C:24]1[CH:29]=[CH:28][N:27]=[C:26]([CH:30]=[O:31])[C:25]=1[CH2:32][O:33][CH:34]1[CH2:39][CH2:38][CH2:37][CH2:36][O:35]1. (7) Given the reactants BrC1C=CC(N/[N:9]=[C:10](/[C:12]2[C:17]([F:18])=[CH:16][CH:15]=[CH:14][C:13]=2[Cl:19])\[CH3:11])=CC=1.[CH3:20][O:21][C:22](=[O:31])[C:23]1[CH:28]=[CH:27][C:26](I)=[C:25]([CH3:30])[CH:24]=1, predict the reaction product. The product is: [CH3:20][O:21][C:22](=[O:31])[C:23]1[CH:28]=[CH:27][C:26]([C:12]2[CH:13]=[C:14]3[C:15](=[CH:16][CH:17]=2)[NH:9][C:10]([C:12]2[C:17]([F:18])=[CH:16][CH:15]=[CH:14][C:13]=2[Cl:19])=[CH:11]3)=[C:25]([CH3:30])[CH:24]=1. (8) Given the reactants [C:1]([NH:5][CH2:6][CH:7]([OH:27])[CH2:8][CH2:9][N:10]1[C:14]2[CH:15]=[CH:16][CH:17]=[CH:18][C:13]=2[N:12]([C:19]2[CH:24]=[CH:23][CH:22]=[CH:21][CH:20]=2)[S:11]1(=[O:26])=[O:25])([CH3:4])([CH3:3])[CH3:2].[C:28](O[C:28]([O:30][C:31]([CH3:34])([CH3:33])[CH3:32])=[O:29])([O:30][C:31]([CH3:34])([CH3:33])[CH3:32])=[O:29], predict the reaction product. The product is: [C:1]([NH:5][CH2:6][CH:7]([OH:27])[CH2:8][CH2:9][N:10]1[C:14]2[CH:15]=[CH:16][CH:17]=[CH:18][C:13]=2[N:12]([C:19]2[CH:20]=[CH:21][CH:22]=[CH:23][CH:24]=2)[S:11]1(=[O:26])=[O:25])([CH3:4])([CH3:2])[CH3:3].[C:31]([O:30][C:28](=[O:29])[NH2:5])([CH3:34])([CH3:33])[CH3:32]. (9) Given the reactants [Br:1][C:2]1[CH:25]=[CH:24][C:5]([C:6]([NH:8][NH:9][C:10]([C@@H:12]2[CH2:16][CH2:15][CH2:14][N:13]2[C:17]([O:19][C:20]([CH3:23])([CH3:22])[CH3:21])=[O:18])=[O:11])=O)=[CH:4][CH:3]=1.C1C=CC(P(C2C=CC=CC=2)C2C=CC=CC=2)=CC=1.CCN(C(C)C)C(C)C.ClC(Cl)(Cl)C(Cl)(Cl)Cl, predict the reaction product. The product is: [Br:1][C:2]1[CH:25]=[CH:24][C:5]([C:6]2[O:11][C:10]([C@@H:12]3[CH2:16][CH2:15][CH2:14][N:13]3[C:17]([O:19][C:20]([CH3:23])([CH3:22])[CH3:21])=[O:18])=[N:9][N:8]=2)=[CH:4][CH:3]=1. (10) Given the reactants [CH2:1]([NH:9][C:10]([C:12]1[C:13]([C:18]2[CH:23]=[CH:22][CH:21]=[CH:20][C:19]=2[CH2:24][NH2:25])=[CH:14][CH:15]=[CH:16][CH:17]=1)=[O:11])[CH2:2][C:3]1[CH:8]=[CH:7][CH:6]=[CH:5][CH:4]=1.[CH2:26]([C:28]1[CH:33]=[CH:32][C:31]([S:34](Cl)(=[O:36])=[O:35])=[CH:30][CH:29]=1)[CH3:27].C(NC(C1C(C2C=CC=CC=2C(S(C2C=CC(CC)=CC=2)(=O)=O)N)=CC=CC=1)=O)CC1C=CC=CC=1, predict the reaction product. The product is: [CH2:1]([NH:9][C:10]([C:12]1[C:13]([C:18]2[CH:23]=[CH:22][CH:21]=[CH:20][C:19]=2[CH2:24][NH:25][S:34]([C:31]2[CH:32]=[CH:33][C:28]([CH2:26][CH3:27])=[CH:29][CH:30]=2)(=[O:36])=[O:35])=[CH:14][CH:15]=[CH:16][CH:17]=1)=[O:11])[CH2:2][C:3]1[CH:4]=[CH:5][CH:6]=[CH:7][CH:8]=1.